This data is from hERG Central: cardiac toxicity at 1µM, 10µM, and general inhibition. The task is: Predict hERG channel inhibition at various concentrations. (1) The drug is COc1ccc(Br)cc1CNCCc1ccc2c(c1)OCO2. Results: hERG_inhib (hERG inhibition (general)): blocker. (2) The molecule is CC(C)[C@H](NC(=O)OCc1ccccc1)C(=O)OCC(=O)N1CCN(c2ccc(F)cc2)CC1. Results: hERG_inhib (hERG inhibition (general)): blocker. (3) The molecule is CCO[C@@H]1OC(C(=O)Nc2ccccc2)=C[C@H](c2coc3ccccc3c2=O)[C@H]1CCCO. Results: hERG_inhib (hERG inhibition (general)): blocker. (4) The drug is CCn1cc(C(=O)N2CCc3ccccc32)c(=O)c2cc(S(=O)(=O)N3CCCCCC3)ccc21. Results: hERG_inhib (hERG inhibition (general)): blocker. (5) The compound is O=C(CNC(=O)C1COc2ccccc2O1)N/N=C/c1ccc([N+](=O)[O-])cc1. Results: hERG_inhib (hERG inhibition (general)): blocker. (6) The drug is CCOc1ccc(CCNC(=O)C2CCCN(c3ncnc4c3nc3n4CCCCC3)C2)cc1. Results: hERG_inhib (hERG inhibition (general)): blocker.